Dataset: Forward reaction prediction with 1.9M reactions from USPTO patents (1976-2016). Task: Predict the product of the given reaction. (1) Given the reactants [CH2:1]([C:4]1[N:8]([CH2:9][C:10]2[CH:15]=[CH:14][C:13]([C:16]3[C:17]([CH:22]=[O:23])=[CH:18][CH:19]=[CH:20][CH:21]=3)=[CH:12][CH:11]=2)[C:7]2[CH:24]=[C:25](C3N=CN(C)C=3)[CH:26]=[C:27]([CH3:28])[C:6]=2[N:5]=1)[CH2:2][CH3:3].Cl.[OH2:36], predict the reaction product. The product is: [CH3:3][CH2:2][CH2:1][C:4]1[N:8]([CH2:9][C:10]2[CH:11]=[CH:12][C:13]([C:16]3[CH:21]=[CH:20][CH:19]=[CH:18][C:17]=3[C:22]([OH:23])=[O:36])=[CH:14][CH:15]=2)[C:7]2[CH:24]=[C:25]([C:4]3[N:8]([CH3:9])[C:7]4[CH:24]=[CH:25][CH:26]=[CH:27][C:6]=4[N:5]=3)[CH:26]=[C:27]([CH3:28])[C:6]=2[N:5]=1. (2) Given the reactants COC1C=CC=CC=1C(Cl)=O.[CH3:12][O:13][C:14]1[CH:15]=[C:16]2[C:21](=[CH:22][C:23]=1[O:24][CH3:25])[N:20]=[CH:19][CH:18]=[C:17]2[O:26][C:27]1[CH:33]=[CH:32][C:30]([NH2:31])=[C:29]([F:34])[CH:28]=1.[CH3:35][O:36][C:37]1[CH:42]=[CH:41][CH:40]=[CH:39][C:38]=1[C:43]([N:45]=[C:46]=[S:47])=[O:44], predict the reaction product. The product is: [CH3:35][O:36][C:37]1[CH:42]=[CH:41][CH:40]=[CH:39][C:38]=1[C:43]([N:45]=[C:46]=[S:47])=[O:44].[CH3:12][O:13][C:14]1[CH:15]=[C:16]2[C:21](=[CH:22][C:23]=1[O:24][CH3:25])[N:20]=[CH:19][CH:18]=[C:17]2[O:26][C:27]1[CH:33]=[CH:32][C:30]([NH:31][C:46]([NH:45][C:43](=[O:44])[C:38]2[CH:39]=[CH:40][CH:41]=[CH:42][C:37]=2[O:36][CH3:35])=[S:47])=[C:29]([F:34])[CH:28]=1. (3) The product is: [Br:11][C:6]1[CH:7]=[C:8]([F:10])[CH:9]=[C:2]([N:19]2[CH2:18][CH2:17][C:16]3[C:21](=[CH:22][CH:23]=[C:14]([N:13]([CH3:12])[CH3:25])[CH:15]=3)[C:20]2=[O:24])[C:3]=1[CH:4]=[O:5]. Given the reactants Br[C:2]1[CH:9]=[C:8]([F:10])[CH:7]=[C:6]([Br:11])[C:3]=1[CH:4]=[O:5].[CH3:12][N:13]([CH3:25])[C:14]1[CH:15]=[C:16]2[C:21](=[CH:22][CH:23]=1)[C:20](=[O:24])[NH:19][CH2:18][CH2:17]2.C(=O)([O-])[O-].[Cs+].[Cs+], predict the reaction product. (4) Given the reactants [CH:1]1([C:4]2[CH:5]=[CH:6][C:7]([NH2:10])=[N:8][CH:9]=2)[CH2:3][CH2:2]1.[Br:11]Br.S([O-])([O-])(=O)=S.[Na+].[Na+], predict the reaction product. The product is: [Br:11][C:6]1[C:7]([NH2:10])=[N:8][CH:9]=[C:4]([CH:1]2[CH2:3][CH2:2]2)[CH:5]=1. (5) Given the reactants N(C(C)C)C(C)C.[Li]CCCC.[Br:13][C:14]1[CH:19]=[CH:18][CH:17]=[C:16]([Br:20])[CH:15]=1.CN(C)[CH:23]=[O:24].OS(O)(=O)=O, predict the reaction product. The product is: [Br:13][C:14]1[CH:19]=[CH:18][CH:17]=[C:16]([Br:20])[C:15]=1[CH:23]=[O:24]. (6) Given the reactants [F:1][CH2:2][CH2:3][N:4]([CH3:14])[C:5]1[CH:12]=[CH:11][C:8]([CH:9]=O)=[C:7]([OH:13])[CH:6]=1.C[O:16][C:17](=O)[CH2:18][C:19]1[S:20][C:21]2[CH:27]=[CH:26][CH:25]=[CH:24][C:22]=2[N:23]=1.N1CCCCC1, predict the reaction product. The product is: [S:20]1[C:21]2[CH:27]=[CH:26][CH:25]=[CH:24][C:22]=2[N:23]=[C:19]1[C:18]1[C:17](=[O:16])[O:13][C:7]2[C:8]([CH:9]=1)=[CH:11][CH:12]=[C:5]([N:4]([CH2:3][CH2:2][F:1])[CH3:14])[CH:6]=2.